Dataset: Full USPTO retrosynthesis dataset with 1.9M reactions from patents (1976-2016). Task: Predict the reactants needed to synthesize the given product. (1) Given the product [F:16][C:17]1[CH:22]=[C:21]([C:2]2[C:7](=[O:8])[N:6]3[C:9]([CH3:13])=[CH:10][CH:11]=[CH:12][C:5]3=[N:4][C:3]=2[CH2:14][OH:15])[CH:20]=[CH:19][CH:18]=1, predict the reactants needed to synthesize it. The reactants are: Br[C:2]1[C:7](=[O:8])[N:6]2[C:9]([CH3:13])=[CH:10][CH:11]=[CH:12][C:5]2=[N:4][C:3]=1[CH2:14][OH:15].[F:16][C:17]1[CH:18]=[C:19](B(O)O)[CH:20]=[CH:21][CH:22]=1.C(O)(O)=O. (2) Given the product [Cl:10][CH2:11][C:12]1[N:9]=[C:1]([C:2]2[CH:7]=[CH:6][CH:5]=[CH:4][CH:3]=2)[S:8][CH:13]=1, predict the reactants needed to synthesize it. The reactants are: [C:1]([NH2:9])(=[S:8])[C:2]1[CH:7]=[CH:6][CH:5]=[CH:4][CH:3]=1.[Cl:10][CH:11](Cl)[C:12](=O)[CH3:13]. (3) Given the product [C:33]([C:32]1[CH:35]=[CH:36][CH:37]=[CH:38][C:31]=1[CH2:30][N:26]1[C:27]2[C:23](=[CH:22][C:21]([NH:20][C:9]3[C:8]4[C:13](=[CH:14][CH:15]=[CH:16][C:7]=4[O:6][C@H:4]([CH3:5])[C:3]([N:2]([CH3:19])[CH3:1])=[O:18])[N:12]=[CH:11][N:10]=3)=[CH:29][CH:28]=2)[CH:24]=[N:25]1)#[N:34], predict the reactants needed to synthesize it. The reactants are: [CH3:1][N:2]([CH3:19])[C:3](=[O:18])[C@H:4]([O:6][C:7]1[CH:16]=[CH:15][CH:14]=[C:13]2[C:8]=1[C:9](=O)[NH:10][CH:11]=[N:12]2)[CH3:5].[NH2:20][C:21]1[CH:22]=[C:23]2[C:27](=[CH:28][CH:29]=1)[N:26]([CH2:30][C:31]1[CH:38]=[CH:37][CH:36]=[CH:35][C:32]=1[C:33]#[N:34])[N:25]=[CH:24]2.